This data is from Forward reaction prediction with 1.9M reactions from USPTO patents (1976-2016). The task is: Predict the product of the given reaction. (1) Given the reactants [CH2:1]([NH:8][C:9]1[CH:18]=[CH:17][C:16]([F:19])=[C:15]2[C:10]=1[CH2:11][CH2:12][CH2:13][C:14]2=[O:20])[C:2]1[CH:7]=[CH:6][CH:5]=[CH:4][CH:3]=1.N1C=CC=CC=1.[CH3:27][S:28](Cl)(=[O:30])=[O:29].O, predict the reaction product. The product is: [CH2:1]([N:8]([C:9]1[C:10]2[CH2:11][CH2:12][CH2:13][C:14](=[O:20])[C:15]=2[C:16]([F:19])=[CH:17][CH:18]=1)[S:28]([CH3:27])(=[O:30])=[O:29])[C:2]1[CH:3]=[CH:4][CH:5]=[CH:6][CH:7]=1. (2) Given the reactants CC1NC(C2C=C(C=CC=2C)C(O)=O)=C(C)N=1.[CH:18]1([C:21]2[C:30]([C:31]3[NH:35][C:34]([O:36][CH3:37])=[N:33][N:32]=3)=[CH:29][C:24]([C:25]([O:27]C)=[O:26])=[C:23]([CH3:38])[CH:22]=2)[CH2:20][CH2:19]1.CC1NC(C2C=C(C=CC=2C)C(OC)=O)=C(C)N=1, predict the reaction product. The product is: [CH:18]1([C:21]2[C:30]([C:31]3[NH:35][C:34]([O:36][CH3:37])=[N:33][N:32]=3)=[CH:29][C:24]([C:25]([OH:27])=[O:26])=[C:23]([CH3:38])[CH:22]=2)[CH2:19][CH2:20]1.